From a dataset of Forward reaction prediction with 1.9M reactions from USPTO patents (1976-2016). Predict the product of the given reaction. (1) Given the reactants Cl.[O:2]1[C:6]2=[CH:7][N:8]=[CH:9][CH:10]=[C:5]2[C:4](=O)[CH2:3]1.[Si:12]([O:19][C:20]1[CH:29]=[CH:28][CH:27]=[C:26]2[C:21]=1[CH:22]=[CH:23][C:24]([NH2:30])=[CH:25]2)([C:15]([CH3:18])([CH3:17])[CH3:16])([CH3:14])[CH3:13], predict the reaction product. The product is: [Si:12]([O:19][C:20]1[CH:29]=[CH:28][CH:27]=[C:26]2[C:21]=1[CH:22]=[CH:23][C:24]([NH:30][C:4]1[C:5]3[C:6](=[CH:7][N:8]=[CH:9][CH:10]=3)[O:2][CH:3]=1)=[CH:25]2)([C:15]([CH3:18])([CH3:17])[CH3:16])([CH3:14])[CH3:13]. (2) Given the reactants [F:1][C:2]1[CH:7]=[CH:6][C:5]([CH2:8][C:9]([OH:11])=O)=[CH:4][CH:3]=1.ON1C2C=CC=CC=2N=N1.C1(N=C=NC2CCCCC2)CCCCC1.Cl.[NH2:38][CH:39]([C:45]([O:47][CH2:48][CH3:49])=[O:46])[C:40]([O:42][CH2:43][CH3:44])=[O:41].N1C=CC=CC=1, predict the reaction product. The product is: [F:1][C:2]1[CH:3]=[CH:4][C:5]([CH2:8][C:9]([NH:38][CH:39]([C:40]([O:42][CH2:43][CH3:44])=[O:41])[C:45]([O:47][CH2:48][CH3:49])=[O:46])=[O:11])=[CH:6][CH:7]=1. (3) Given the reactants [Br:1][C:2]1[CH:7]=[CH:6][C:5]([CH2:8][CH2:9][CH2:10][C:11]([OH:13])=O)=[CH:4][C:3]=1[I:14].CN(C=O)C.C(Cl)(=O)C(Cl)=O.[Cl-].[Cl-].[Cl-].[Al+3], predict the reaction product. The product is: [Br:1][C:2]1[CH:7]=[C:6]2[C:5]([CH2:8][CH2:9][CH2:10][C:11]2=[O:13])=[CH:4][C:3]=1[I:14].